Dataset: Reaction yield outcomes from USPTO patents with 853,638 reactions. Task: Predict the reaction yield, written as a fraction of the theoretical maximum amount of product (1.0 means a 100% yield; for example, 0.34 means a 34% yield). (1) The reactants are [C:1]([O:5][C:6]([NH:8][C@@H:9]([CH3:13])[C:10]([OH:12])=O)=[O:7])([CH3:4])([CH3:3])[CH3:2].Cl.[CH3:15][NH:16][O:17][CH3:18].C1C=NC2N(O)N=NC=2C=1.CCN(CC)CC.CCN=C=NCCCN(C)C. The catalyst is C(Cl)Cl. The product is [C:1]([O:5][C:6](=[O:7])[NH:8][C@@H:9]([CH3:13])[C:10]([N:16]([O:17][CH3:18])[CH3:15])=[O:12])([CH3:2])([CH3:3])[CH3:4]. The yield is 0.860. (2) The reactants are Br[C:2]1[CH:3]=[C:4]([CH2:10][N:11]([CH2:20][C:21]2[C:22]([NH:34][CH:35]3[CH2:40][CH2:39][O:38][CH2:37][CH2:36]3)=[C:23]3[CH:31]=[N:30][N:29]([CH2:32][CH3:33])[C:24]3=[N:25][C:26]=2[CH2:27][CH3:28])[C:12]([C:14]2([C:17]([NH2:19])=[O:18])[CH2:16][CH2:15]2)=[O:13])[CH:5]=[CH:6][C:7]=1[O:8][CH3:9].[CH3:41][N:42]1[CH2:47][CH2:46][CH:45]([CH2:48][C:49]2[CH:54]=[CH:53][CH:52]=[C:51](B3OC(C)(C)C(C)(C)O3)[CH:50]=2)[CH2:44][CH2:43]1.C([O-])([O-])=O.[Na+].[Na+]. The catalyst is O1CCOCC1.O.C1C=CC(P(C2C=CC=CC=2)[C-]2C=CC=C2)=CC=1.C1C=CC(P(C2C=CC=CC=2)[C-]2C=CC=C2)=CC=1.Cl[Pd]Cl.[Fe+2]. The product is [CH2:32]([N:29]1[C:24]2=[N:25][C:26]([CH2:27][CH3:28])=[C:21]([CH2:20][N:11]([CH2:10][C:4]3[CH:3]=[C:2]([C:53]4[CH:52]=[CH:51][CH:50]=[C:49]([CH2:48][CH:45]5[CH2:46][CH2:47][N:42]([CH3:41])[CH2:43][CH2:44]5)[CH:54]=4)[C:7]([O:8][CH3:9])=[CH:6][CH:5]=3)[C:12]([C:14]3([C:17]([NH2:19])=[O:18])[CH2:16][CH2:15]3)=[O:13])[C:22]([NH:34][CH:35]3[CH2:40][CH2:39][O:38][CH2:37][CH2:36]3)=[C:23]2[CH:31]=[N:30]1)[CH3:33]. The yield is 0.289. (3) The reactants are [F:1][C:2]1[CH:10]=[C:9]2[C:5]([C:6]([C:20]3[CH:21]=[N:22][NH:23][CH:24]=3)=[CH:7][N:8]2[S:11]([C:14]2[CH:19]=[CH:18][CH:17]=[CH:16][CH:15]=2)(=[O:13])=[O:12])=[CH:4][CH:3]=1.[C:25]([O:29][C:30]([CH3:33])([CH3:32])[CH3:31])(=[O:28])[CH:26]=[CH2:27].C([O-])([O-])=O.[Cs+].[Cs+]. The catalyst is CC#N. The product is [F:1][C:2]1[CH:10]=[C:9]2[C:5]([C:6]([C:20]3[CH:24]=[N:23][N:22]([CH2:27][CH2:26][C:25]([O:29][C:30]([CH3:33])([CH3:32])[CH3:31])=[O:28])[CH:21]=3)=[CH:7][N:8]2[S:11]([C:14]2[CH:15]=[CH:16][CH:17]=[CH:18][CH:19]=2)(=[O:12])=[O:13])=[CH:4][CH:3]=1. The yield is 0.820.